From a dataset of Human liver microsome stability data. Regression/Classification. Given a drug SMILES string, predict its absorption, distribution, metabolism, or excretion properties. Task type varies by dataset: regression for continuous measurements (e.g., permeability, clearance, half-life) or binary classification for categorical outcomes (e.g., BBB penetration, CYP inhibition). Dataset: hlm. (1) The compound is N[C@@H]1c2cccnc2[C@H](OC(=O)N2CCC(n3c(O)nc4ncccc43)CC2)CC[C@H]1c1cccc(F)c1F. The result is 0 (unstable in human liver microsomes). (2) The compound is Fc1ccc(C(c2nnnn2Cc2ccccc2)N2CCC(N3CCCC3)CC2)cc1. The result is 0 (unstable in human liver microsomes). (3) The drug is O=C(NC1CCOc2ccccc21)n1c(=O)n(CCN2CCOCC2)c2ccccc21. The result is 1 (stable in human liver microsomes).